Dataset: Experimentally validated miRNA-target interactions with 360,000+ pairs, plus equal number of negative samples. Task: Binary Classification. Given a miRNA mature sequence and a target amino acid sequence, predict their likelihood of interaction. The miRNA is hsa-miR-5681a with sequence AGAAAGGGUGGCAAUACCUCUU. The protein sequence of the target gene is MSLRQRLAQLVGRLQDPQKVARFQRLCGVEAPPRRSADRREDEKAEAPLAGDPRLRGRQPGAPGGPQPPGSDRNQCPAKPDGGGAPNGVRNGLAAELGPASPRRAGALRRNSLTGEEGQLARVSNWPLYCLFCFGTELGNELFYILFFPFWIWNLDPLVGRRLVVIWVLVMYLGQCTKDIIRWPRPASPPVVKLEVFYNSEYSMPSTHAMSGTAIPISMVLLTYGRWQYPLIYGLILIPCWCSLVCLSRIYMGMHSILDIIAGFLYTILILAVFYPFVDLIDNFNQTHKYAPFIIIGLHL.... Result: 0 (no interaction).